This data is from Catalyst prediction with 721,799 reactions and 888 catalyst types from USPTO. The task is: Predict which catalyst facilitates the given reaction. (1) Product: [Cl:22][C:17]1[CH:16]=[C:15]([NH:14][C:5]2[C:4]3[C:9](=[CH:10][CH:11]=[C:2]([NH:1][CH2:32][C:31]4[CH:30]=[CH:29][C:28]([N:23]5[CH:27]=[CH:26][N:25]=[CH:24]5)=[CH:35][CH:34]=4)[CH:3]=3)[N:8]=[CH:7][C:6]=2[C:12]#[N:13])[CH:20]=[CH:19][C:18]=1[F:21]. Reactant: [NH2:1][C:2]1[CH:3]=[C:4]2[C:9](=[CH:10][CH:11]=1)[N:8]=[CH:7][C:6]([C:12]#[N:13])=[C:5]2[NH:14][C:15]1[CH:20]=[CH:19][C:18]([F:21])=[C:17]([Cl:22])[CH:16]=1.[N:23]1([C:28]2[CH:35]=[CH:34][C:31]([CH:32]=O)=[CH:30][CH:29]=2)[CH:27]=[CH:26][N:25]=[CH:24]1.[BH3-]C#N.[Na+]. The catalyst class is: 14. (2) Reactant: Cl[CH:2]([C:14]1[CH:19]=[CH:18][CH:17]=[CH:16][CH:15]=1)[C:3]([C:5]1[C:13]2[C:8](=[CH:9][CH:10]=[CH:11][CH:12]=2)[NH:7][CH:6]=1)=[O:4].Cl.[CH3:21][S:22]([C:25]1[CH:26]=[C:27]([CH:29]=[CH:30][CH:31]=1)[NH2:28])(=[O:24])=[O:23].CCN(C(C)C)C(C)C. Product: [NH:7]1[C:8]2[C:13](=[CH:12][CH:11]=[CH:10][CH:9]=2)[C:5]([C:3](=[O:4])[CH:2]([NH:28][C:27]2[CH:29]=[CH:30][CH:31]=[C:25]([S:22]([CH3:21])(=[O:24])=[O:23])[CH:26]=2)[C:14]2[CH:19]=[CH:18][CH:17]=[CH:16][CH:15]=2)=[CH:6]1. The catalyst class is: 10.